This data is from Forward reaction prediction with 1.9M reactions from USPTO patents (1976-2016). The task is: Predict the product of the given reaction. (1) Given the reactants [CH2:1]([C:3]1[CH:18]=[C:17]([C:19](=[NH:22])[NH:20][OH:21])[CH:16]=[C:15]([CH3:23])[C:4]=1[O:5][CH2:6][C@@H:7]([OH:14])[CH2:8][NH:9][C:10](=[O:13])[CH2:11][OH:12])[CH3:2].CCN=C=NCCCN(C)C.Cl.C1C=CC2N(O)N=NC=2C=1.[CH2:46]([C:48]1[CH:49]=[C:50]([CH:54]=[CH:55][N:56]=1)[C:51](O)=O)[CH3:47], predict the reaction product. The product is: [CH2:1]([C:3]1[CH:18]=[C:17]([C:19]2[N:22]=[C:51]([C:50]3[CH:54]=[CH:55][N:56]=[C:48]([CH2:46][CH3:47])[CH:49]=3)[O:21][N:20]=2)[CH:16]=[C:15]([CH3:23])[C:4]=1[O:5][CH2:6][C@@H:7]([OH:14])[CH2:8][NH:9][C:10](=[O:13])[CH2:11][OH:12])[CH3:2]. (2) Given the reactants F[C:2]1[C:7]([F:8])=[CH:6][C:5]([F:9])=[C:4]([O:10][C:11]2[CH:15]=[C:14]([C:16]([F:19])([F:18])[F:17])[S:13][CH:12]=2)[N:3]=1.[F:20][C:21]([F:28])([F:27])[C:22]1[CH:26]=[CH:25][NH:24][N:23]=1.C(=O)([O-])[O-].[K+].[K+], predict the reaction product. The product is: [F:8][C:7]1[C:2]([N:24]2[CH:25]=[CH:26][C:22]([C:21]([F:28])([F:27])[F:20])=[N:23]2)=[N:3][C:4]([O:10][C:11]2[CH:15]=[C:14]([C:16]([F:19])([F:18])[F:17])[S:13][CH:12]=2)=[C:5]([F:9])[CH:6]=1. (3) Given the reactants C(OC(=O)[NH:7][CH2:8][CH2:9][N:10]([CH2:20][C:21]1[CH:26]=[CH:25][C:24]([O:27][CH2:28][C:29]2[CH:34]=[CH:33][CH:32]=[CH:31][CH:30]=2)=[C:23]([O:35][CH3:36])[CH:22]=1)[C:11](=[O:19])[C:12]1[CH:17]=[CH:16][C:15]([F:18])=[CH:14][CH:13]=1)(C)(C)C.[ClH:38], predict the reaction product. The product is: [ClH:38].[NH2:7][CH2:8][CH2:9][N:10]([CH2:20][C:21]1[CH:26]=[CH:25][C:24]([O:27][CH2:28][C:29]2[CH:30]=[CH:31][CH:32]=[CH:33][CH:34]=2)=[C:23]([O:35][CH3:36])[CH:22]=1)[C:11](=[O:19])[C:12]1[CH:13]=[CH:14][C:15]([F:18])=[CH:16][CH:17]=1. (4) Given the reactants [CH3:1][O:2][C:3]1[N:4]=[C:5]2[CH:32]=[CH:31][CH:30]=[CH:29][N:6]2[C:7](=[O:28])[C:8]=1[C:9]1[CH:14]=[CH:13][C:12]([NH:15][CH:16]2[CH2:20][CH2:19][N:18](C(OC(C)(C)C)=O)[CH2:17]2)=[CH:11][CH:10]=1.[F:33][C:34]([F:39])([F:38])[C:35]([OH:37])=[O:36], predict the reaction product. The product is: [F:33][C:34]([F:39])([F:38])[C:35]([OH:37])=[O:36].[CH3:1][O:2][C:3]1[N:4]=[C:5]2[CH:32]=[CH:31][CH:30]=[CH:29][N:6]2[C:7](=[O:28])[C:8]=1[C:9]1[CH:10]=[CH:11][C:12]([NH:15][CH:16]2[CH2:20][CH2:19][NH:18][CH2:17]2)=[CH:13][CH:14]=1. (5) Given the reactants I[C:2]1[NH:6][N:5]=[C:4]2[CH2:7][N:8]([C:10]([NH:12][CH:13]([CH3:15])[CH3:14])=[O:11])[CH2:9][C:3]=12.C(OC([N:23]1[CH:27]=[CH:26][CH:25]=[C:24]1B(O)O)=O)(C)(C)C.P([O-])([O-])([O-])=O.[K+].[K+].[K+], predict the reaction product. The product is: [CH:13]([NH:12][C:10]([N:8]1[CH2:9][C:3]2[C:4](=[N:5][NH:6][C:2]=2[C:24]2[NH:23][CH:27]=[CH:26][CH:25]=2)[CH2:7]1)=[O:11])([CH3:15])[CH3:14]. (6) Given the reactants [CH:1]12[CH2:10][CH:5]3[CH2:6][CH:7]([CH2:9][CH:3]([CH2:4]3)[CH:2]1[NH:11][C:12](=[O:22])[C@H:13]1[CH2:17][CH2:16][CH2:15][N:14]1[CH2:18][C@@H:19](O)[CH3:20])[CH2:8]2.[CH2:23]([N:25](CC)[CH2:26]C)C.CS(Cl)(=O)=O.Cl.CNC, predict the reaction product. The product is: [CH:1]12[CH2:10][CH:5]3[CH2:6][CH:7]([CH2:9][CH:3]([CH2:4]3)[CH:2]1[NH:11][C:12](=[O:22])[C@H:13]1[CH2:17][CH2:16][CH2:15][N:14]1[CH2:18][CH:19]([N:25]([CH3:26])[CH3:23])[CH3:20])[CH2:8]2.